Dataset: Forward reaction prediction with 1.9M reactions from USPTO patents (1976-2016). Task: Predict the product of the given reaction. Given the reactants ClP(N(C(C)C)C(C)C)C.C(N(CC)C(C)C)(C)C.CO[C:22]1[CH:70]=[CH:69][C:25]([C:26]([O:41][CH2:42][C@H:43]2O[C@@H:46]([N:48]3[C:67]4N=CN=C(NC(=O)COC5C=CC=CC=5)[C:51]=4N=[CH:49]3)[C@H:45]([OH:68])C2)(C2C=CC=CC=2)C2C=CC(OC)=CC=2)=[CH:24][CH:23]=1.[C:71]([O-:74])(O)=[O:72].[Na+].C1C[O:79]CC1, predict the reaction product. The product is: [C:26]([O:41][CH2:42][CH3:43])(=[O:72])[CH3:25].[CH3:69][CH2:70][CH2:22][CH2:23][CH2:24][CH3:25].[N:48]([CH2:49][CH2:71][OH:74])([CH2:46][CH2:45][OH:68])[CH2:67][CH2:51][OH:79].